Dataset: Hepatocyte clearance measurements from AstraZeneca. Task: Regression/Classification. Given a drug SMILES string, predict its absorption, distribution, metabolism, or excretion properties. Task type varies by dataset: regression for continuous measurements (e.g., permeability, clearance, half-life) or binary classification for categorical outcomes (e.g., BBB penetration, CYP inhibition). For this dataset (clearance_hepatocyte_az), we predict log10(clearance) (log10 of the in vitro intrinsic clearance, CLint, in uL/min per 10^6 hepatocytes; values are censored to the assay range of 3 to 150, which is 0.477 to 2.18 on this log10 scale). (1) The drug is O=S(=O)(c1ccccc1)N(CC(F)(F)F)c1ccc(C(O)(C(F)(F)F)C(F)(F)F)cc1. The log10(clearance) is 0.730. (2) The drug is O=c1cc(-c2ccc(Br)cc2)oc2ccccc12. The log10(clearance) is 0.480. (3) The compound is CNC(=O)c1ccc(C)c(-n2c(C)cc(OCc3ccc(F)cc3F)c(Br)c2=O)c1. The log10(clearance) is 0.480. (4) The molecule is CC(C)Nc1nc(NCc2ccccc2)c2sccc2n1. The log10(clearance) is 2.16. (5) The molecule is COc1ccc(CC(=O)NC(N/C(=N/C#N)Nc2ccccc2C)C(C)(C)C)cc1OC. The log10(clearance) is 1.41.